This data is from Full USPTO retrosynthesis dataset with 1.9M reactions from patents (1976-2016). The task is: Predict the reactants needed to synthesize the given product. (1) The reactants are: C[Si]([N-][Si](C)(C)C)(C)C.[K+].[F:11][C:12]1[CH:39]=[CH:38][C:15]([CH2:16][O:17][CH2:18][CH2:19][CH2:20][CH2:21][CH2:22][C:23]([N:25]2[C@H:29]([CH2:30][C:31]3[CH:36]=[CH:35][CH:34]=[CH:33][CH:32]=3)[CH2:28][O:27][C:26]2=[O:37])=[O:24])=[CH:14][C:13]=1[CH3:40].CC(C1C=C(C(C)C)C(S([N:56]=[N+:57]=[N-:58])(=O)=O)=C(C(C)C)C=1)C.CC(O)=O. Given the product [F:11][C:12]1[CH:39]=[CH:38][C:15]([CH2:16][O:17][CH2:18][CH2:19][CH2:20][CH2:21][C@@H:22]([N:56]=[N+:57]=[N-:58])[C:23]([N:25]2[C@H:29]([CH2:30][C:31]3[CH:36]=[CH:35][CH:34]=[CH:33][CH:32]=3)[CH2:28][O:27][C:26]2=[O:37])=[O:24])=[CH:14][C:13]=1[CH3:40], predict the reactants needed to synthesize it. (2) Given the product [CH3:46][CH2:47][CH2:48][CH:49]([CH3:54])[CH3:50].[C:11]([NH:42][CH2:43][CH2:44][N:45]1[C:54]2[C:49](=[CH:50][CH:51]=[CH:52][CH:53]=2)[CH2:48][CH:47]([NH:55][C:56]([C:58]2[NH:59][C:60]3[C:65]([CH:66]=2)=[CH:64][C:63]([Cl:67])=[CH:62][CH:61]=3)=[O:57])[C:46]1=[O:68])(=[O:13])[CH3:12], predict the reactants needed to synthesize it. The reactants are: C1C=CC2N(O)N=NC=2C=1.[C:11](O)(=[O:13])[CH3:12].CCN(C(C)C)C(C)C.CCN=C=NCCCN(C)C.FC(F)(F)C(O)=O.[NH2:42][CH2:43][CH2:44][N:45]1[C:54]2[C:49](=[CH:50][CH:51]=[CH:52][CH:53]=2)[CH2:48][CH:47]([NH:55][C:56]([C:58]2[NH:59][C:60]3[C:65]([CH:66]=2)=[CH:64][C:63]([Cl:67])=[CH:62][CH:61]=3)=[O:57])[C:46]1=[O:68]. (3) The reactants are: CN(C)C(=O)[S:4][C:5]1[CH:10]=[C:9]([CH3:11])[CH:8]=[C:7]([O:12][CH3:13])[CH:6]=1.[OH-].[K+]. Given the product [CH3:13][O:12][C:7]1[CH:6]=[C:5]([SH:4])[CH:10]=[C:9]([CH3:11])[CH:8]=1, predict the reactants needed to synthesize it. (4) Given the product [C:1]([C:5]1[CH:6]=[CH:7][C:8]([NH2:11])=[CH:9][C:10]=1[N+:12]([O-:14])=[O:13])([CH3:4])([CH3:2])[CH3:3], predict the reactants needed to synthesize it. The reactants are: [C:1]([C:5]1[CH:10]=[CH:9][C:8]([NH2:11])=[CH:7][CH:6]=1)([CH3:4])([CH3:3])[CH3:2].[N+:12]([O-])([O-:14])=[O:13].[K+].C([O-])(O)=O.[Na+]. (5) The reactants are: [NH2:1][C:2]1[C:3]([NH2:9])=[C:4](C)[CH:5]=[CH:6][CH:7]=1.[C:10](OCC)(=O)C. Given the product [N:9]1[C:3]2[CH:4]=[CH:5][CH:6]=[CH:7][C:2]=2[NH:1][CH:10]=1, predict the reactants needed to synthesize it.